This data is from Reaction yield outcomes from USPTO patents with 853,638 reactions. The task is: Predict the reaction yield, written as a fraction of the theoretical maximum amount of product (1.0 means a 100% yield; for example, 0.34 means a 34% yield). (1) The yield is 0.790. The reactants are [CH2:1]([O:8][C:9]([NH:11][C@H:12]([C:14](=[S:16])[NH2:15])[CH3:13])=[O:10])[C:2]1[CH:7]=[CH:6][CH:5]=[CH:4][CH:3]=1.Br[CH2:18][C:19](=O)[C:20]([F:23])([F:22])[F:21].C([O-])(O)=O.[Na+]. The product is [CH2:1]([O:8][C:9]([NH:11][C@H:12]([C:14]1[S:16][CH:18]=[C:19]([C:20]([F:23])([F:22])[F:21])[N:15]=1)[CH3:13])=[O:10])[C:2]1[CH:3]=[CH:4][CH:5]=[CH:6][CH:7]=1. The catalyst is CC(C)=O. (2) The reactants are [F:1][C:2]1[CH:7]=[CH:6][C:5]([C:8](=O)[CH2:9][C:10]([O:12][CH3:13])=[O:11])=[CH:4][CH:3]=1.[Cl-].[CH3:16][CH:17]1[CH2:21][CH2:20][C:19](=[O:22])[N:18]1[NH3+:23]. The catalyst is N1C=CC=CC=1. The product is [F:1][C:2]1[CH:7]=[CH:6][C:5]([C:8](=[N:23][N:18]2[C:19](=[O:22])[CH2:20][CH2:21][CH:17]2[CH3:16])[CH2:9][C:10]([O:12][CH3:13])=[O:11])=[CH:4][CH:3]=1. The yield is 0.930. (3) The reactants are [NH2:1][C@@H:2]([CH3:28])[C@@H:3]([C:22]1[CH:27]=[CH:26][CH:25]=[CH:24][CH:23]=1)[O:4][C:5]1[CH:6]=[C:7]2[C:11](=[CH:12][CH:13]=1)[N:10]([C:14]1[CH:15]=[C:16]([CH2:20][OH:21])[CH:17]=[CH:18][CH:19]=1)[N:9]=[CH:8]2.C(N(CC)CC)C.[F:36][C:37]([F:48])([F:47])[C:38](O[C:38](=[O:39])[C:37]([F:48])([F:47])[F:36])=[O:39]. The catalyst is ClCCl.O. The product is [F:36][C:37]([F:48])([F:47])[C:38]([NH:1][C@@H:2]([CH3:28])[C@H:3]([O:4][C:5]1[CH:6]=[C:7]2[C:11](=[CH:12][CH:13]=1)[N:10]([C:14]1[CH:19]=[CH:18][CH:17]=[C:16]([CH2:20][OH:21])[CH:15]=1)[N:9]=[CH:8]2)[C:22]1[CH:27]=[CH:26][CH:25]=[CH:24][CH:23]=1)=[O:39]. The yield is 0.680. (4) The reactants are [Cl:1][C:2]1[CH:20]=[CH:19][C:5]2[NH:6][C:7]3[N:8]=[CH:9][CH:10]=[CH:11][C:12]=3[C:13]([OH:18])([C:14]([F:17])([F:16])[CH3:15])[C:4]=2[CH:3]=1.[CH:21]1([CH2:24]O)[CH2:23][CH2:22]1.FC(F)(F)C(O)=O. No catalyst specified. The product is [Cl:1][C:2]1[CH:20]=[CH:19][C:5]2[NH:6][C:7]3[N:8]=[CH:9][CH:10]=[CH:11][C:12]=3[C:13]([O:18][CH2:24][CH:21]3[CH2:23][CH2:22]3)([C:14]([F:16])([F:17])[CH3:15])[C:4]=2[CH:3]=1. The yield is 0.860.